This data is from Forward reaction prediction with 1.9M reactions from USPTO patents (1976-2016). The task is: Predict the product of the given reaction. (1) Given the reactants Cl[C:2]1[CH:9]=[CH:8][C:5]([CH:6]=[O:7])=[CH:4][C:3]=1[N+:10]([O-:12])=[O:11].[H-].[Na+].[C:15]([O:19][CH3:20])(=[O:18])[CH2:16][SH:17], predict the reaction product. The product is: [CH3:20][O:19][C:15](=[O:18])[CH2:16][S:17][C:2]1[CH:9]=[CH:8][C:5]([CH:6]=[O:7])=[CH:4][C:3]=1[N+:10]([O-:12])=[O:11]. (2) Given the reactants [Al].[CH2:2]([C:9]1[CH:17]=[CH:16][C:12]([C:13]([OH:15])=[O:14])=[CH:11][CH:10]=1)[C:3]1[CH:8]=[CH:7][CH:6]=[CH:5][CH:4]=1.C1C(=O)N([I:25])C(=O)C1.C(S([O-])(=O)=O)(F)(F)F.C(S([O-])(=O)=O)(F)(F)F.C(S([O-])(=O)=O)(F)(F)F.[Yb+3], predict the reaction product. The product is: [I:25][C:6]1[CH:5]=[CH:4][C:3]([CH2:2][C:9]2[CH:10]=[CH:11][C:12]([C:13]([OH:15])=[O:14])=[CH:16][CH:17]=2)=[CH:8][CH:7]=1.